The task is: Predict which catalyst facilitates the given reaction.. This data is from Catalyst prediction with 721,799 reactions and 888 catalyst types from USPTO. (1) Reactant: C([N:8]1[CH2:14][CH:13]2[C:15]([CH3:17])([OH:16])[CH:10]([CH2:11][CH2:12]2)[CH2:9]1)C1C=CC=CC=1.N#N. Product: [CH3:17][C:15]1([OH:16])[CH:13]2[CH2:12][CH2:11][CH:10]1[CH2:9][NH:8][CH2:14]2. The catalyst class is: 19. (2) Reactant: [F:1][C:2]1[CH:7]=[CH:6][C:5]([NH:8][C:9](=[O:20])[C:10]2[CH:15]=[CH:14][CH:13]=[C:12]([C:16]([F:19])([F:18])[F:17])[CH:11]=2)=[CH:4][C:3]=1[C:21]1[N:26]2[N:27]=[CH:28][CH:29]=[C:25]2[N:24]=[CH:23][CH:22]=1.[I:30]N1C(=O)CCC1=O. Product: [F:1][C:2]1[CH:7]=[CH:6][C:5]([NH:8][C:9](=[O:20])[C:10]2[CH:15]=[CH:14][CH:13]=[C:12]([C:16]([F:19])([F:17])[F:18])[CH:11]=2)=[CH:4][C:3]=1[C:21]1[N:26]2[N:27]=[CH:28][C:29]([I:30])=[C:25]2[N:24]=[CH:23][CH:22]=1. The catalyst class is: 22. (3) Reactant: [NH2:1][C:2]1[N:7]=[C:6]([N:8]([CH3:15])[C:9]2[CH:14]=[CH:13][CH:12]=[CH:11][CH:10]=2)[N:5]=[C:4]([C:16]2[N:20]=[C:19]([C:21]3[CH:22]=[CH:23][C:24]([OH:27])=[N:25][CH:26]=3)[O:18][N:17]=2)[N:3]=1.I[CH2:29][C:30]#[N:31].C(=O)([O-])[O-].[Cs+].[Cs+]. Product: [NH2:1][C:2]1[N:7]=[C:6]([N:8]([CH3:15])[C:9]2[CH:10]=[CH:11][CH:12]=[CH:13][CH:14]=2)[N:5]=[C:4]([C:16]2[N:20]=[C:19]([C:21]3[CH:22]=[CH:23][C:24]([O:27][CH2:29][C:30]#[N:31])=[N:25][CH:26]=3)[O:18][N:17]=2)[N:3]=1. The catalyst class is: 18. (4) Reactant: [NH2:1][C:2]([C@@H:4]1[CH2:8][C@H:7]([F:9])[CH2:6][N:5]1[C:10](=[O:34])[C@@H:11]([NH:16][C:17]([O:19][CH2:20][C:21]1[C:33]2[CH2:32][C:31]3[C:26](=[CH:27][CH:28]=[CH:29][CH:30]=3)[C:25]=2[CH:24]=[CH:23][CH:22]=1)=[O:18])[C@@H:12]([CH3:15])[CH2:13][CH3:14])=O.FC(F)(F)C(OC(=O)C(F)(F)F)=O. Product: [C:2]([C@@H:4]1[CH2:8][C@H:7]([F:9])[CH2:6][N:5]1[C:10](=[O:34])[C@@H:11]([NH:16][C:17]([O:19][CH2:20][C:21]1[C:33]2[CH2:32][C:31]3[C:26](=[CH:27][CH:28]=[CH:29][CH:30]=3)[C:25]=2[CH:24]=[CH:23][CH:22]=1)=[O:18])[C@@H:12]([CH3:15])[CH2:13][CH3:14])#[N:1]. The catalyst class is: 7. (5) Reactant: N.[O-:2][N+:3]1[C:8]2[CH:9]=[CH:10][CH:11]=[CH:12][C:7]=2[N+:6]([O-:13])=[C:5]([NH:14][CH2:15][CH2:16][CH2:17][N:18]([CH3:29])[CH2:19][CH2:20][CH2:21][NH:22][C:23](=[O:28])[C:24](F)(F)F)[N:4]=1.N1(C([C:37]2[C:50]3[C:41](=[N:42][C:43]4[C:48]([N:49]=3)=C[CH:46]=[CH:45][CH:44]=4)[CH:40]=[CH:39][CH:38]=2)=O)C=CN=C1. Product: [O-:2][N+:3]1[C:8]2[CH:9]=[CH:10][CH:11]=[CH:12][C:7]=2[N+:6]([O-:13])=[C:5]([NH:14][CH2:15][CH2:16][CH2:17][N:18]([CH3:29])[CH2:19][CH2:20][CH2:21][NH:22][C:23]([C:24]2[C:48]3[C:43](=[N:42][C:41]4[C:50]([N:49]=3)=[CH:37][CH:38]=[CH:39][CH:40]=4)[CH:44]=[CH:45][CH:46]=2)=[O:28])[N:4]=1. The catalyst class is: 5.